From a dataset of Reaction yield outcomes from USPTO patents with 853,638 reactions. Predict the reaction yield, written as a fraction of the theoretical maximum amount of product (1.0 means a 100% yield; for example, 0.34 means a 34% yield). (1) The reactants are C[O:2][C:3](=[O:19])[C:4]1[CH:9]=[C:8]([Br:10])[CH:7]=[CH:6][C:5]=1[O:11][CH:12]([C:14]([O:16]CC)=[O:15])[CH3:13].CO.[OH-].[Na+]. The catalyst is C1COCC1. The product is [Br:10][C:8]1[CH:7]=[CH:6][C:5]([O:11][CH:12]([C:14]([OH:16])=[O:15])[CH3:13])=[C:4]([CH:9]=1)[C:3]([OH:19])=[O:2]. The yield is 0.880. (2) The reactants are [Cl:1][C:2]1[C:3]([F:18])=[C:4]([CH:14]([OH:17])[CH2:15][OH:16])[C:5]([O:11][CH2:12][CH3:13])=[C:6]([C:8](=[O:10])[CH3:9])[CH:7]=1.C(N(CC)C(C)C)(C)C.[Si:28](Cl)([C:31]([CH3:34])([CH3:33])[CH3:32])([CH3:30])[CH3:29]. The catalyst is ClCCCl. The product is [Si:28]([O:16][CH2:15][CH:14]([C:4]1[C:5]([O:11][CH2:12][CH3:13])=[C:6]([C:8](=[O:10])[CH3:9])[CH:7]=[C:2]([Cl:1])[C:3]=1[F:18])[OH:17])([C:31]([CH3:34])([CH3:33])[CH3:32])([CH3:30])[CH3:29]. The yield is 0.800. (3) The reactants are C[O:2][C:3]([NH:5][C@H:6]([C:10]([N:12]1[CH2:16][CH2:15][CH2:14][CH:13]1[C:17]1[NH:18][C:19]([C:22]2[CH:27]=[C:26]3[CH2:28][O:29][C:30]4[CH:54]=[C:53]5[C:33]([CH:34]=[CH:35][C:36]6[N:40]=[C:39]([CH:41]7[CH2:45][CH2:44][CH2:43][N:42]7[C:46](OC(C)(C)C)=[O:47])[NH:38][C:37]=65)=[CH:32][C:31]=4[C:25]3=[CH:24][CH:23]=2)=[CH:20][N:21]=1)=[O:11])[CH:7]([CH3:9])[CH3:8])=[O:4].Cl.[CH3:56][O:57][C:58]([NH:60][C@H:61]([C:65]1[CH:70]=[CH:69][CH:68]=[CH:67][CH:66]=1)C(O)=O)=[O:59].CCOC(C(C#N)=NOC(N1CCOCC1)=[N+](C)C)=O.F[P-](F)(F)(F)(F)F.C(N(C(C)C)CC)(C)C. The catalyst is CN(C=O)C.C(OCC)(=O)C.C(O)C. The product is [CH3:56][O:57][C:58]([NH:60][CH:61]([C:65]1[CH:70]=[CH:69][CH:68]=[CH:67][CH:66]=1)[C:46]([N:42]1[CH2:43][CH2:44][CH2:45][CH:41]1[C:39]1[NH:38][C:37]2[C:53]3[C:33]([CH:34]=[CH:35][C:36]=2[N:40]=1)=[CH:32][C:31]1[C:25]2[C:26]([CH2:28][O:29][C:30]=1[CH:54]=3)=[CH:27][C:22]([C:19]1[NH:18][C:17]([CH:13]3[CH2:14][CH2:15][CH2:16][N:12]3[C:10](=[O:11])[CH:6]([NH:5][C:3](=[O:4])[OH:2])[CH:7]([CH3:8])[CH3:9])=[N:21][CH:20]=1)=[CH:23][CH:24]=2)=[O:47])=[O:59]. The yield is 0.450. (4) The reactants are [NH2:1][C:2]1[CH:3]=[C:4]([CH:10]=[CH:11][CH:12]=1)[C:5]([O:7]CC)=[O:6].[F:13][C:14]1[CH:33]=[CH:32][C:17]([O:18][C:19]2[C:20]([C:29](O)=[O:30])=[N:21][C:22]3[C:27]([N:28]=2)=[CH:26][CH:25]=[CH:24][CH:23]=3)=[C:16]([O:34][CH3:35])[CH:15]=1.CN(C(ON1N=NC2C=CC=NC1=2)=[N+](C)C)C.F[P-](F)(F)(F)(F)F.CCN(CC)CC.[OH-].[Li+]. The catalyst is CN(C=O)C. The product is [F:13][C:14]1[CH:33]=[CH:32][C:17]([O:18][C:19]2[C:20]([C:29]([NH:1][C:2]3[CH:3]=[C:4]([CH:10]=[CH:11][CH:12]=3)[C:5]([OH:7])=[O:6])=[O:30])=[N:21][C:22]3[C:27]([N:28]=2)=[CH:26][CH:25]=[CH:24][CH:23]=3)=[C:16]([O:34][CH3:35])[CH:15]=1. The yield is 0.420.